From a dataset of Catalyst prediction with 721,799 reactions and 888 catalyst types from USPTO. Predict which catalyst facilitates the given reaction. Reactant: [Cl:1][C:2]1[N:6]2[CH:7]=[C:8]([OH:15])[CH:9]=[C:10]([C:11]([F:14])([F:13])[F:12])[C:5]2=[N:4][C:3]=1[C:16]([O:18][CH3:19])=[O:17].C(=O)([O-])[O-].[K+].[K+].I[CH:27]([CH3:29])[CH3:28]. Product: [Cl:1][C:2]1[N:6]2[CH:7]=[C:8]([O:15][CH:27]([CH3:29])[CH3:28])[CH:9]=[C:10]([C:11]([F:12])([F:14])[F:13])[C:5]2=[N:4][C:3]=1[C:16]([O:18][CH3:19])=[O:17]. The catalyst class is: 35.